Dataset: Full USPTO retrosynthesis dataset with 1.9M reactions from patents (1976-2016). Task: Predict the reactants needed to synthesize the given product. (1) Given the product [NH2:8][CH2:9][CH2:10][CH2:11][CH2:12][CH2:13][C:14]([NH:25][CH:24]([CH2:23][C:22]1[C:29]2[C:19](=[CH:18][CH:17]=[C:16]([OH:15])[CH:30]=2)[NH:20][CH:21]=1)[CH3:26])=[O:33], predict the reactants needed to synthesize it. The reactants are: C(OC([NH:8][CH2:9][CH2:10][CH2:11][CH2:12][CH2:13][CH3:14])=O)(C)(C)C.[OH:15][C:16]1[CH:30]=[C:29]2[C:19]([NH:20][CH:21]=[C:22]2[CH2:23][C@@H:24]([C:26](O)=O)[NH2:25])=[CH:18][CH:17]=1.C([O:33]C(=O)C)C. (2) Given the product [CH2:20]([N:17]1[CH2:18][CH2:19][CH:14]([NH:13][CH2:7][C:6]2[CH:9]=[C:2]([OH:1])[CH:3]=[CH:4][C:5]=2[N+:10]([O-:12])=[O:11])[CH2:15][CH2:16]1)[C:21]1[CH:22]=[CH:23][CH:24]=[CH:25][CH:26]=1, predict the reactants needed to synthesize it. The reactants are: [OH:1][C:2]1[CH:3]=[CH:4][C:5]([N+:10]([O-:12])=[O:11])=[C:6]([CH:9]=1)[CH:7]=O.[NH2:13][CH:14]1[CH2:19][CH2:18][N:17]([CH2:20][C:21]2[CH:26]=[CH:25][CH:24]=[CH:23][CH:22]=2)[CH2:16][CH2:15]1.[BH4-].[Na+].[Cl-].[NH4+]. (3) Given the product [Br:11][C:12]1[C:17]([F:18])=[C:16]([F:19])[C:15]([F:20])=[C:14]([F:21])[C:13]=1[S:22]([NH:5][C:4]1[CH:6]=[CH:7][C:8]([O:9][CH3:10])=[C:2]([OH:1])[CH:3]=1)(=[O:24])=[O:23], predict the reactants needed to synthesize it. The reactants are: [OH:1][C:2]1[CH:3]=[C:4]([CH:6]=[CH:7][C:8]=1[O:9][CH3:10])[NH2:5].[Br:11][C:12]1[C:17]([F:18])=[C:16]([F:19])[C:15]([F:20])=[C:14]([F:21])[C:13]=1[S:22](Cl)(=[O:24])=[O:23]. (4) Given the product [C:8]([C:7]1[C:2]2[N:1]=[C:12]([CH:14]3[C:23]4[C:18](=[CH:19][CH:20]=[CH:21][CH:22]=4)[CH2:17][CH2:16][N:15]3[C:24]([O:26][CH2:27][C:28]3[CH:33]=[CH:32][CH:31]=[CH:30][CH:29]=3)=[O:25])[NH:11][C:3]=2[CH:4]=[CH:5][CH:6]=1)(=[O:10])[NH2:9], predict the reactants needed to synthesize it. The reactants are: [NH2:1][C:2]1[C:7]([C:8](=[O:10])[NH2:9])=[CH:6][CH:5]=[CH:4][C:3]=1[NH:11][C:12]([CH:14]1[C:23]2[C:18](=[CH:19][CH:20]=[CH:21][CH:22]=2)[CH2:17][CH2:16][N:15]1[C:24]([O:26][CH2:27][C:28]1[CH:33]=[CH:32][CH:31]=[CH:30][CH:29]=1)=[O:25])=O.